Dataset: Full USPTO retrosynthesis dataset with 1.9M reactions from patents (1976-2016). Task: Predict the reactants needed to synthesize the given product. (1) Given the product [C:1]([O:5][C:6](=[O:20])[NH:7][C@@H:8]([CH3:19])[C@H:9]([OH:10])[C:11]1[CH:16]=[CH:15][CH:14]=[C:13]([O:17][CH3:18])[CH:12]=1)([CH3:4])([CH3:2])[CH3:3], predict the reactants needed to synthesize it. The reactants are: [C:1]([O:5][C:6](=[O:20])[NH:7][C@@H:8]([CH3:19])[C:9]([C:11]1[CH:16]=[CH:15][CH:14]=[C:13]([O:17][CH3:18])[CH:12]=1)=[O:10])([CH3:4])([CH3:3])[CH3:2].CC(C)[O-].[Al+3].CC(C)[O-].CC(C)[O-].CC(O)C. (2) The reactants are: [CH2:1]([N:3]([CH2:18][CH3:19])[C:4]1[CH:13]=[C:12]2[C:7]([CH:8]=[C:9]([C:15]([OH:17])=O)[C:10](=[O:14])[O:11]2)=[CH:6][CH:5]=1)[CH3:2].[N:20]1([C:26]([O:28][C:29]([CH3:32])([CH3:31])[CH3:30])=[O:27])[CH2:25][CH2:24][NH:23][CH2:22][CH2:21]1.C1C=CC2N(O)N=NC=2C=1.CCN=C=NCCCN(C)C.Cl. Given the product [CH2:18]([N:3]([CH2:1][CH3:2])[C:4]1[CH:13]=[C:12]2[C:7]([CH:8]=[C:9]([C:15]([N:23]3[CH2:22][CH2:21][N:20]([C:26]([O:28][C:29]([CH3:32])([CH3:31])[CH3:30])=[O:27])[CH2:25][CH2:24]3)=[O:17])[C:10](=[O:14])[O:11]2)=[CH:6][CH:5]=1)[CH3:19], predict the reactants needed to synthesize it. (3) Given the product [OH:16][NH:15][C:3](=[O:2])[CH2:4][CH2:5][C:6]1[C:7](=[O:13])[N:8]([CH3:12])[CH2:9][CH2:10][CH:11]=1, predict the reactants needed to synthesize it. The reactants are: C[O:2][C:3](=O)[CH2:4][CH2:5][C:6]1[C:7](=[O:13])[N:8]([CH3:12])[CH2:9][CH2:10][CH:11]=1.[NH2:15][O:16][K].C(O)(=O)C. (4) Given the product [Cl:10][C:11]1[CH:18]=[CH:17][CH:16]=[CH:15][C:12]=1[CH2:13][NH:14][C:4](=[O:5])[C:3]([CH3:9])([CH3:8])[CH2:2][OH:1], predict the reactants needed to synthesize it. The reactants are: [OH:1][CH2:2][C:3]([CH3:9])([CH3:8])[C:4](OC)=[O:5].[Cl:10][C:11]1[CH:18]=[CH:17][CH:16]=[CH:15][C:12]=1[CH2:13][NH2:14].C[Al](C)C. (5) The reactants are: [CH3:1][C:2]([C@:4]1([O:25][C:26]([CH3:28])=[O:27])[C@@:8]2([CH3:24])[CH2:9][CH2:10][C@@H:11]3[C@:21]4([CH3:22])[C:15](=[CH:16][C:17]([CH2:19][CH2:20]4)=[O:18])[C:14]([Cl:23])=[CH:13][C@H:12]3[C@@H:7]2[CH2:6][CH2:5]1)=[O:3].C(C1C(=O)C(Cl)=C(Cl)C(=O)C=1C#N)#N. Given the product [CH3:1][C:2]([C@:4]1([O:25][C:26]([CH3:28])=[O:27])[C@@:8]2([CH3:24])[CH2:9][CH2:10][C@@H:11]3[C@:21]4([CH3:22])[C:15](=[CH:16][C:17]([CH:19]=[CH:20]4)=[O:18])[C:14]([Cl:23])=[CH:13][C@H:12]3[C@@H:7]2[CH2:6][CH2:5]1)=[O:3], predict the reactants needed to synthesize it. (6) Given the product [F:1][C:2]([F:7])([F:6])[C:3]([OH:5])=[O:4].[CH2:8]([S:10]([N:13]1[CH2:18][CH2:17][CH:16]([C:19]2[C:27]3[C:22](=[C:23]([C:40]([NH2:42])=[O:41])[CH:24]=[C:25]([C:28]4[CH:32]=[C:31]([CH2:33][N:34]([CH2:36][C@@H:37]([OH:38])[CH3:44])[CH3:35])[S:30][CH:29]=4)[CH:26]=3)[NH:21][CH:20]=2)[CH2:15][CH2:14]1)(=[O:11])=[O:12])[CH3:9], predict the reactants needed to synthesize it. The reactants are: [F:1][C:2]([F:7])([F:6])[C:3]([OH:5])=[O:4].[CH2:8]([S:10]([N:13]1[CH2:18][CH2:17][CH:16]([C:19]2[C:27]3[C:22](=[C:23]([C:40]([NH2:42])=[O:41])[CH:24]=[C:25]([C:28]4[CH:32]=[C:31]([CH2:33][N:34]([C@@H:36](C)[CH2:37][OH:38])[CH3:35])[S:30][CH:29]=4)[CH:26]=3)[NH:21][CH:20]=2)[CH2:15][CH2:14]1)(=[O:12])=[O:11])[CH3:9].N[C@H:44](C)CO.